Dataset: Forward reaction prediction with 1.9M reactions from USPTO patents (1976-2016). Task: Predict the product of the given reaction. (1) Given the reactants [ClH:1].O1CCOCC1.[N:8]1([C:13]2[CH:14]=[N:15][C:16]([NH:19][CH2:20][CH2:21][C@H:22]3[CH2:24][C@@H:23]3[CH:25]3[CH2:30][CH2:29][N:28](C(OC(C)(C)C)=O)[CH2:27][CH2:26]3)=[N:17][CH:18]=2)[CH:12]=[N:11][N:10]=[N:9]1, predict the reaction product. The product is: [ClH:1].[NH:28]1[CH2:29][CH2:30][CH:25]([C@H:23]2[CH2:24][C@@H:22]2[CH2:21][CH2:20][NH:19][C:16]2[N:15]=[CH:14][C:13]([N:8]3[CH:12]=[N:11][N:10]=[N:9]3)=[CH:18][N:17]=2)[CH2:26][CH2:27]1. (2) Given the reactants CCC(C)[BH-](C(C)CC)C(C)CC.[K+].[CH3:15][O:16][CH2:17][C@@:18]12[C@@H:35]3[C@H:26]([C@H:27]4[C@@:31]([CH2:33][CH2:34]3)([CH3:32])[C:30](=[O:36])[CH2:29][CH2:28]4)[CH2:25][CH2:24][C@H:23]1[CH2:22][C:21](=[O:37])[CH2:20][CH2:19]2.[OH-].[Na+].OO, predict the reaction product. The product is: [OH:37][C@@H:21]1[CH2:20][CH2:19][C@@:18]2([CH2:17][O:16][CH3:15])[C@@H:23]([CH2:24][CH2:25][C@@H:26]3[C@@H:35]2[CH2:34][CH2:33][C@@:31]2([CH3:32])[C@H:27]3[CH2:28][CH2:29][C:30]2=[O:36])[CH2:22]1.